Dataset: Full USPTO retrosynthesis dataset with 1.9M reactions from patents (1976-2016). Task: Predict the reactants needed to synthesize the given product. (1) Given the product [CH3:19][O:18][C:16](=[O:17])[CH2:15][N:6]1[C:7]2[CH:12]=[CH:11][CH:10]=[CH:9][C:8]=2[N:4]([C:1]([CH3:3])=[CH2:2])[C:5]1=[O:13], predict the reactants needed to synthesize it. The reactants are: [C:1]([N:4]1[C:8]2[CH:9]=[CH:10][CH:11]=[CH:12][C:7]=2[NH:6][C:5]1=[O:13])([CH3:3])=[CH2:2].Br[CH2:15][C:16]([O:18][CH3:19])=[O:17].C(=O)([O-])[O-].[K+].[K+]. (2) Given the product [CH2:22]([C:24]1[CH:29]=[CH:28][C:27]([CH2:30][C:31]2[CH:32]=[C:33]([CH3:34])[NH:39][N:38]=2)=[CH:26][CH:25]=1)[CH3:23], predict the reactants needed to synthesize it. The reactants are: C([Sn](CCCC)(CCCC)C1C=CC(CC)=CC=1)CCC.[CH2:22]([C:24]1[CH:29]=[CH:28][C:27]([CH2:30][C:31](=O)[CH:32]=[C:33](O)[CH3:34])=[CH:26][CH:25]=1)[CH3:23].O.[NH2:38][NH2:39]. (3) Given the product [NH2:1][C:2]1[C:7]([O:8][CH2:9][CH:10]2[CH2:11][CH2:12][N:13]([C:16]3[N:21]=[C:20]([Cl:22])[N:19]=[C:18]([C:23]([NH:36][CH2:34][CH3:35])=[O:24])[CH:17]=3)[CH2:14][CH2:15]2)=[CH:6][C:5]([C:27]2[N:31]([CH3:32])[N:30]=[N:29][CH:28]=2)=[CH:4][N:3]=1, predict the reactants needed to synthesize it. The reactants are: [NH2:1][C:2]1[C:7]([O:8][CH2:9][CH:10]2[CH2:15][CH2:14][N:13]([C:16]3[N:21]=[C:20]([Cl:22])[N:19]=[C:18]([C:23](OC)=[O:24])[CH:17]=3)[CH2:12][CH2:11]2)=[CH:6][C:5]([C:27]2[N:31]([CH3:32])[N:30]=[N:29][CH:28]=2)=[CH:4][N:3]=1.Cl.[CH2:34]([NH2:36])[CH3:35]. (4) Given the product [Cl:1][C:2]1[C:3]2[C:10]([CH:37]([C:36]3[CH:35]=[N:34][CH:33]=[C:32]([N:31]=[C:24]([C:25]4[CH:30]=[CH:29][CH:28]=[CH:27][CH:26]=4)[C:18]4[CH:23]=[CH:22][CH:21]=[CH:20][CH:19]=4)[CH:39]=3)[OH:38])=[CH:9][N:8]([CH3:12])[C:4]=2[N:5]=[CH:6][N:7]=1, predict the reactants needed to synthesize it. The reactants are: [Cl:1][C:2]1[C:3]2[C:10](I)=[CH:9][N:8]([CH3:12])[C:4]=2[N:5]=[CH:6][N:7]=1.[Li]CCCC.[C:18]1([C:24](=[N:31][C:32]2[CH:33]=[N:34][CH:35]=[C:36]([CH:39]=2)[CH:37]=[O:38])[C:25]2[CH:30]=[CH:29][CH:28]=[CH:27][CH:26]=2)[CH:23]=[CH:22][CH:21]=[CH:20][CH:19]=1. (5) The reactants are: [CH3:1][O:2][C:3]1[CH:4]=[C:5](/[CH:13]=[CH:14]/[C:15]([OH:17])=O)[CH:6]=[C:7]([O:11][CH3:12])[C:8]=1[O:9][CH3:10].CN(C1C=CC=CN=1)C.[CH3:27][C:28]1[N:29]([CH2:37][CH2:38][NH2:39])[C:30]2[C:35]([CH:36]=1)=[CH:34][CH:33]=[CH:32][CH:31]=2.Cl.C(N=C=NCCCN(C)C)C. Given the product [CH3:27][C:28]1[N:29]([CH2:37][CH2:38][NH:39][C:15](/[CH:14]=[CH:13]/[C:5]2[CH:6]=[C:7]([O:11][CH3:12])[C:8]([O:9][CH3:10])=[C:3]([O:2][CH3:1])[CH:4]=2)=[O:17])[C:30]2[C:35](=[CH:34][CH:33]=[CH:32][CH:31]=2)[CH:36]=1, predict the reactants needed to synthesize it. (6) Given the product [Cl:1][C:2]1[CH:3]=[CH:4][C:5]2[CH:15]([CH:16]3[CH2:17][CH2:18][N:19]([CH2:53][CH2:40][CH2:39][CH2:38][CH2:35][C:33]4[N:32]=[CH:31][NH:30][CH:34]=4)[CH2:20][CH2:21]3)[C:10]3=[N:11][CH:12]=[CH:13][CH:14]=[C:9]3[CH2:8][CH2:7][C:6]=2[CH:22]=1, predict the reactants needed to synthesize it. The reactants are: [Cl:1][C:2]1[CH:3]=[CH:4][C:5]2[CH:15]([CH:16]3[CH2:21][CH2:20][NH:19][CH2:18][CH2:17]3)[C:10]3=[N:11][CH:12]=[CH:13][CH:14]=[C:9]3[CH2:8][CH2:7][C:6]=2[CH:22]=1.C1(C(C2C=CC=CC=2)(C2C=CC=CC=2)[N:30]2[CH:34]=[C:33]([CH:35]([CH2:38][CH2:39][CH3:40])C=O)[N:32]=[CH:31]2)C=CC=CC=1.[CH3:53]S(O)(=O)=O.S([O-])([O-])(=O)=O.[Mg+2].C([BH3-])#N.[Na+].O1CCCC1. (7) The reactants are: C(O[C:6](=[O:28])[NH:7][C@@H:8]([CH2:21][C:22]1[CH:27]=[CH:26][CH:25]=[CH:24][CH:23]=1)[CH:9]([C:11](=[O:20])[NH:12][CH2:13][C:14]1[CH:19]=[CH:18][CH:17]=[CH:16][CH:15]=1)[OH:10])(C)(C)C.FC(F)(F)C(O)=O.C(N(CC)C(C)C)(C)C.[CH2:45]1[C:53]2[C:48](=[CH:49][CH:50]=[CH:51][CH:52]=2)[CH2:47][CH:46]1[C:54]([NH:56][C@@H:57]([CH3:69])[C:58]([NH:60][C@@H:61]([CH2:65][CH:66]([CH3:68])[CH3:67])C(O)=O)=[O:59])=[O:55].CN(C(ON1N=NC2C=CC=NC1=2)=[N+](C)C)C.F[P-](F)(F)(F)(F)F. Given the product [CH2:21]([C@H:8]([NH:7][C:6]([C@@H:61]([NH:60][C:58]([C@@H:57]([NH:56][C:54]([CH:46]1[CH2:45][C:53]2[C:48](=[CH:49][CH:50]=[CH:51][CH:52]=2)[CH2:47]1)=[O:55])[CH3:69])=[O:59])[CH2:65][CH:66]([CH3:68])[CH3:67])=[O:28])[CH:9]([C:11](=[O:20])[NH:12][CH2:13][C:14]1[CH:15]=[CH:16][CH:17]=[CH:18][CH:19]=1)[OH:10])[C:22]1[CH:23]=[CH:24][CH:25]=[CH:26][CH:27]=1, predict the reactants needed to synthesize it. (8) Given the product [Cl:1][C:2]1[CH:3]=[CH:4][C:5]([C:8]([CH:9]([C:10](=[O:12])[CH3:11])[CH2:17][C:18]([O:20][CH3:21])=[O:19])=[O:13])=[CH:6][CH:7]=1, predict the reactants needed to synthesize it. The reactants are: [Cl:1][C:2]1[CH:7]=[CH:6][C:5]([C:8](=[O:13])[CH2:9][C:10](=[O:12])[CH3:11])=[CH:4][CH:3]=1.[H-].[Na+].Br[CH2:17][C:18]([O:20][CH3:21])=[O:19]. (9) Given the product [CH3:1][O:2][C:3]([C:5]1[CH:10]=[C:9]([NH2:11])[N:8]=[C:7]([C:17]2[CH:18]=[CH:19][C:14]([Cl:13])=[C:15]([O:24][CH3:25])[C:16]=2[F:23])[N:6]=1)=[O:4], predict the reactants needed to synthesize it. The reactants are: [CH3:1][O:2][C:3]([C:5]1[CH:10]=[C:9]([NH2:11])[N:8]=[C:7](Cl)[N:6]=1)=[O:4].[Cl:13][C:14]1[CH:19]=[CH:18][C:17](B(O)O)=[C:16]([F:23])[C:15]=1[O:24][CH3:25]. (10) Given the product [BrH:12].[Cl:11][C:8]1[CH:7]=[C:3]([C:4]([NH2:6])=[O:5])[C:2](=[NH:1])[N:10]([CH2:13][C:14]2[CH:21]=[C:20]([F:22])[CH:19]=[C:16]([C:17]#[N:18])[CH:15]=2)[CH:9]=1, predict the reactants needed to synthesize it. The reactants are: [NH2:1][C:2]1[N:10]=[CH:9][C:8]([Cl:11])=[CH:7][C:3]=1[C:4]([NH2:6])=[O:5].[Br:12][CH2:13][C:14]1[CH:15]=[C:16]([CH:19]=[C:20]([F:22])[CH:21]=1)[C:17]#[N:18].